From a dataset of Forward reaction prediction with 1.9M reactions from USPTO patents (1976-2016). Predict the product of the given reaction. (1) Given the reactants [F:1][C:2]1([F:57])[C:6]2[N:7]([CH2:14][C:15]([NH:17][C@H:18]([C:28]3[C:33](C4C=CC=C5C=4N(C)N=C5NS(C)(=O)=O)=[CH:32][CH:31]=[C:30]([C:49]#[C:50][C:51]4([OH:55])[CH2:54][O:53][CH2:52]4)[N:29]=3)[CH2:19][C:20]3[CH:25]=[C:24]([F:26])[CH:23]=[C:22]([F:27])[CH:21]=3)=[O:16])[N:8]=[C:9]([C:10]([F:13])([F:12])[F:11])[C:5]=2[C@H:4]2[CH2:56][C@@H:3]12.[CH3:58][C:59]1[N:64]2[C:65](=[O:68])[NH:66][N:67]=[C:63]2[CH:62]=[CH:61][C:60]=1B1OC(C)(C)C(C)(C)O1.C(#N)C.FC(F)(F)C(O)=O, predict the reaction product. The product is: [F:57][C:2]1([F:1])[C:6]2[N:7]([CH2:14][C:15]([NH:17][C@H:18]([C:28]3[C:33]([C:60]4[CH:61]=[CH:62][C:63]5[N:64]([C:65](=[O:68])[NH:66][N:67]=5)[C:59]=4[CH3:58])=[CH:32][CH:31]=[C:30]([C:49]#[C:50][C:51]4([OH:55])[CH2:54][O:53][CH2:52]4)[N:29]=3)[CH2:19][C:20]3[CH:25]=[C:24]([F:26])[CH:23]=[C:22]([F:27])[CH:21]=3)=[O:16])[N:8]=[C:9]([C:10]([F:11])([F:12])[F:13])[C:5]=2[C@H:4]2[CH2:56][C@@H:3]12. (2) Given the reactants [OH:1][NH:2][C:3]([C:5]1[CH:10]=[CH:9][CH:8]=[CH:7][N:6]=1)=[NH:4].[N+:11]([C:14]1[CH:22]=[C:18]([C:19](O)=O)[C:17]([OH:23])=[CH:16][CH:15]=1)([O-:13])=[O:12], predict the reaction product. The product is: [N+:11]([C:14]1[CH:15]=[CH:16][C:17]([OH:23])=[C:18]([C:19]2[O:1][N:2]=[C:3]([C:5]3[CH:10]=[CH:9][CH:8]=[CH:7][N:6]=3)[N:4]=2)[CH:22]=1)([O-:13])=[O:12]. (3) Given the reactants [N:1]1[CH:6]=[CH:5][CH:4]=[CH:3][C:2]=1[N:7]1[C:15]2[CH2:14][CH2:13][NH:12][CH2:11][C:10]=2[N:9]=[CH:8]1.[Cl:16][C:17]1[C:25]([C:26]([F:29])([F:28])[F:27])=[CH:24][CH:23]=[CH:22][C:18]=1[C:19](O)=[O:20].CN(C(ON1N=NC2C=CC=NC1=2)=[N+](C)C)C.F[P-](F)(F)(F)(F)F.CCN(C(C)C)C(C)C, predict the reaction product. The product is: [Cl:16][C:17]1[C:25]([C:26]([F:28])([F:29])[F:27])=[CH:24][CH:23]=[CH:22][C:18]=1[C:19]([N:12]1[CH2:13][CH2:14][C:15]2[N:7]([C:2]3[CH:3]=[CH:4][CH:5]=[CH:6][N:1]=3)[CH:8]=[N:9][C:10]=2[CH2:11]1)=[O:20].